From a dataset of Forward reaction prediction with 1.9M reactions from USPTO patents (1976-2016). Predict the product of the given reaction. (1) Given the reactants [OH:1][C@@H:2]([C@H:4]1[C:34](=[O:35])[N:6]2[C:7]([C:21]([O:23][CH2:24][C:25]3[CH:30]=[CH:29][C:28]([N+:31]([O-:33])=[O:32])=[CH:27][CH:26]=3)=[O:22])=[C:8]([C:11]3[S:15][C:14]4=[C:16]([S:19][CH3:20])[N:17]=[CH:18][N:13]4[CH:12]=3)[C@H:9]([CH3:10])[C@H:5]12)[CH3:3].Br[CH2:37][CH2:38][C:39]1[CH:44]=[CH:43][CH:42]=[CH:41][CH:40]=1.[I-:45].[Na+], predict the reaction product. The product is: [I-:45].[OH:1][C@@H:2]([C@H:4]1[C:34](=[O:35])[N:6]2[C:7]([C:21]([O:23][CH2:24][C:25]3[CH:26]=[CH:27][C:28]([N+:31]([O-:33])=[O:32])=[CH:29][CH:30]=3)=[O:22])=[C:8]([C:11]3[S:15][C:14]4=[C:16]([S:19][CH3:20])[N:17]([CH2:37][CH2:38][C:39]5[CH:44]=[CH:43][CH:42]=[CH:41][CH:40]=5)[CH:18]=[N+:13]4[CH:12]=3)[C@H:9]([CH3:10])[C@H:5]12)[CH3:3]. (2) Given the reactants [F:1][C:2]1[CH:7]=[CH:6][CH:5]=[CH:4][C:3]=1[N:8]1[C:12]([CH2:13][O:14][C:15]2[CH:23]=[CH:22][C:18]([C:19]([OH:21])=O)=[CH:17][N:16]=2)=[C:11]([CH3:24])[N:10]=[N:9]1.[CH:25]1([NH2:28])[CH2:27][CH2:26]1, predict the reaction product. The product is: [CH:25]1([NH:28][C:19](=[O:21])[C:18]2[CH:22]=[CH:23][C:15]([O:14][CH2:13][C:12]3[N:8]([C:3]4[CH:4]=[CH:5][CH:6]=[CH:7][C:2]=4[F:1])[N:9]=[N:10][C:11]=3[CH3:24])=[N:16][CH:17]=2)[CH2:27][CH2:26]1. (3) Given the reactants [Cl:1][C:2]1[CH:7]=[CH:6][C:5]([C:8]2[NH:9][C:10](=[O:32])[N:11]([S:13]([C:16]3[N:20]([CH2:21][C:22]4[CH:27]=[CH:26][CH:25]=[CH:24][C:23]=4[C:28]([F:31])([F:30])[F:29])[N:19]=[CH:18][N:17]=3)(=[O:15])=[O:14])[N:12]=2)=[CH:4][CH:3]=1.C(=O)([O-])[O-].[Cs+].[Cs+].Br[CH2:40][CH:41]([OH:46])[C:42]([F:45])([F:44])[F:43], predict the reaction product. The product is: [Cl:1][C:2]1[CH:3]=[CH:4][C:5]([C:8]2[N:9]([CH2:40][CH:41]([OH:46])[C:42]([F:45])([F:44])[F:43])[C:10](=[O:32])[N:11]([S:13]([C:16]3[N:20]([CH2:21][C:22]4[CH:27]=[CH:26][CH:25]=[CH:24][C:23]=4[C:28]([F:30])([F:29])[F:31])[N:19]=[CH:18][N:17]=3)(=[O:15])=[O:14])[N:12]=2)=[CH:6][CH:7]=1. (4) Given the reactants [CH2:1]([O:8][CH2:9][CH2:10][CH2:11][C:12]([OH:14])=O)[C:2]1[CH:7]=[CH:6][CH:5]=[CH:4][CH:3]=1.[CH3:15][C:16]1(C)[O:23]C(=O)[CH2:20][C:18](=O)[O:17]1.CN(C1C=CC=CN=1)C.ClC(OC(C)=C)=O.S([O-])(O)(=O)=O.[K+], predict the reaction product. The product is: [CH2:18]([O:17][C:16](=[O:23])[CH2:15][C:12](=[O:14])[CH2:11][CH2:10][CH2:9][O:8][CH2:1][C:2]1[CH:3]=[CH:4][CH:5]=[CH:6][CH:7]=1)[CH3:20]. (5) The product is: [CH2:1]([O:8][C:9](=[O:26])[NH:10][CH2:11][CH2:12][CH2:13][CH2:14][CH2:15][CH2:16][N:18]1[CH2:22][CH:21]([OH:23])[CH2:20][CH:19]1[CH2:24][OH:25])[C:2]1[CH:7]=[CH:6][CH:5]=[CH:4][CH:3]=1. Given the reactants [CH2:1]([O:8][C:9](=[O:26])[NH:10][CH2:11][CH2:12][CH2:13][CH2:14][CH2:15][C:16]([N:18]1[CH2:22][CH:21]([OH:23])[CH2:20][CH:19]1[CH2:24][OH:25])=O)[C:2]1[CH:7]=[CH:6][CH:5]=[CH:4][CH:3]=1.B.C1COCC1, predict the reaction product.